From a dataset of Catalyst prediction with 721,799 reactions and 888 catalyst types from USPTO. Predict which catalyst facilitates the given reaction. (1) Reactant: [N:1]1[C:10]2[C:5](=[CH:6][CH:7]=[CH:8][N:9]=2)[CH:4]=[CH:3][CH:2]=1. Product: [NH:9]1[C:10]2[C:5](=[CH:4][CH:3]=[CH:2][N:1]=2)[CH2:6][CH2:7][CH2:8]1. The catalyst class is: 29. (2) Reactant: [F:1][CH:2]1[CH:7]([NH:8][C:9](=[O:15])[O:10][C:11]([CH3:14])([CH3:13])[CH3:12])[CH2:6][CH2:5][N:4]([CH2:16][CH2:17][OH:18])[CH2:3]1.C(N(CC)CC)C.[CH3:26][S:27](Cl)(=[O:29])=[O:28]. Product: [CH3:26][S:27]([O:18][CH2:17][CH2:16][N:4]1[CH2:5][CH2:6][CH:7]([NH:8][C:9]([O:10][C:11]([CH3:13])([CH3:14])[CH3:12])=[O:15])[CH:2]([F:1])[CH2:3]1)(=[O:29])=[O:28]. The catalyst class is: 4.